Binary classification across 12 toxicity assays. From a dataset of Tox21: 12 toxicity assays (nuclear receptors and stress response pathways). (1) The drug is CCC(=O)NCCC1CCc2ccc3c(c21)CCO3. It tested positive (active) for: NR-ER (Estrogen Receptor agonist activity). (2) The molecule is CC1=C(C(=O)OC(C)C)C(c2cccc([N+](=O)[O-])c2)C(C(=O)OC2CN(C(c3ccccc3)c3ccccc3)C2)=C(N)N1. It tested positive (active) for: SR-ARE (Antioxidant Response Element (oxidative stress)). (3) The molecule is CCN(CCC#N)c1ccc(N=Nc2c(Cl)cc([N+](=O)[O-])cc2Cl)cc1. It tested positive (active) for: SR-ARE (Antioxidant Response Element (oxidative stress)). (4) The drug is Oc1cccc(Nc2ccccc2)c1. It tested positive (active) for: NR-ER (Estrogen Receptor agonist activity), NR-ER-LBD (Estrogen Receptor Ligand Binding Domain agonist), and SR-MMP (Mitochondrial Membrane Potential disruption).